Dataset: NCI-60 drug combinations with 297,098 pairs across 59 cell lines. Task: Regression. Given two drug SMILES strings and cell line genomic features, predict the synergy score measuring deviation from expected non-interaction effect. Drug 1: CNC(=O)C1=CC=CC=C1SC2=CC3=C(C=C2)C(=NN3)C=CC4=CC=CC=N4. Drug 2: CS(=O)(=O)C1=CC(=C(C=C1)C(=O)NC2=CC(=C(C=C2)Cl)C3=CC=CC=N3)Cl. Cell line: SNB-75. Synergy scores: CSS=1.61, Synergy_ZIP=-0.0274, Synergy_Bliss=1.66, Synergy_Loewe=-1.98, Synergy_HSA=-0.473.